From a dataset of Forward reaction prediction with 1.9M reactions from USPTO patents (1976-2016). Predict the product of the given reaction. (1) Given the reactants N[C:2]1[C:7](=[O:8])[N:6]([CH3:9])[CH:5]=[C:4]([C:10]2[CH:11]=[CH:12][C:13]([O:21][CH3:22])=[C:14]([NH:16][S:17]([CH3:20])(=[O:19])=[O:18])[CH:15]=2)[CH:3]=1.[CH2:23]=O.[BH3-][C:26]#[N:27].[Na+], predict the reaction product. The product is: [CH3:23][N:27]([CH3:26])[C:2]1[C:7](=[O:8])[N:6]([CH3:9])[CH:5]=[C:4]([C:10]2[CH:11]=[CH:12][C:13]([O:21][CH3:22])=[C:14]([NH:16][S:17]([CH3:20])(=[O:19])=[O:18])[CH:15]=2)[CH:3]=1. (2) Given the reactants [C:1]([C:3]1[CH:4]=[N:5][N:6]2[C:11]([C:12]([F:15])([F:14])[F:13])=[CH:10][C:9]([C:16]3[CH:21]=[CH:20][C:19]([C:22]([F:25])([F:24])[F:23])=[CH:18][CH:17]=3)=[N:8][C:7]=12)#[CH:2].[OH:26][CH2:27][CH2:28][N:29]([CH2:40][CH2:41][OH:42])[S:30]([C:33]1[CH:34]=[N:35][CH:36]=[C:37](Br)[CH:38]=1)(=[O:32])=[O:31], predict the reaction product. The product is: [OH:26][CH2:27][CH2:28][N:29]([CH2:40][CH2:41][OH:42])[S:30]([C:33]1[CH:34]=[N:35][CH:36]=[C:37]([C:2]#[C:1][C:3]2[CH:4]=[N:5][N:6]3[C:11]([C:12]([F:14])([F:13])[F:15])=[CH:10][C:9]([C:16]4[CH:21]=[CH:20][C:19]([C:22]([F:25])([F:24])[F:23])=[CH:18][CH:17]=4)=[N:8][C:7]=23)[CH:38]=1)(=[O:32])=[O:31]. (3) Given the reactants [C:1]([CH2:3][CH2:4][CH2:5][O:6][C:7]1[CH:12]=[CH:11][C:10]([CH2:13][C:14]([OH:16])=O)=[CH:9][CH:8]=1)#[N:2].[Cl:17][C:18]1[CH:24]=[CH:23][C:21]([OH:22])=[CH:20][C:19]=1[OH:25].B(F)(F)F.CCOCC, predict the reaction product. The product is: [Cl:17][C:18]1[C:19]([OH:25])=[CH:20][C:21]([OH:22])=[C:23]([C:14](=[O:16])[CH2:13][C:10]2[CH:9]=[CH:8][C:7]([O:6][CH2:5][CH2:4][CH2:3][C:1]#[N:2])=[CH:12][CH:11]=2)[CH:24]=1. (4) Given the reactants [F:1][C:2]1[CH:3]=[C:4]([CH:15]=[CH:16][C:17]=1[F:18])[O:5][C:6]1[CH:11]=[CH:10][C:9]([CH2:12][OH:13])=[CH:8][C:7]=1[F:14].Cl[C:20]1[CH:31]=[C:24]2[N:25]([CH3:30])[C@@H:26]([CH3:29])[CH2:27][CH2:28][N:23]2[C:22](=[O:32])[N:21]=1, predict the reaction product. The product is: [F:1][C:2]1[CH:3]=[C:4]([CH:15]=[CH:16][C:17]=1[F:18])[O:5][C:6]1[CH:11]=[CH:10][C:9]([CH2:12][O:13][C:20]2[CH:31]=[C:24]3[N:25]([CH3:30])[C@@H:26]([CH3:29])[CH2:27][CH2:28][N:23]3[C:22](=[O:32])[N:21]=2)=[CH:8][C:7]=1[F:14]. (5) The product is: [NH:1]1[C:9]2[C:4](=[CH:5][CH:6]=[CH:7][CH:8]=2)[CH:3]=[C:2]1[C:10]1[CH:11]=[CH:12][C:13]([O:19][CH3:20])=[C:14]([NH:16][C:17](=[S:18])[NH:24][C:25]2[CH:26]=[C:27]([CH2:31][C:32]([OH:34])=[O:33])[CH:28]=[CH:29][CH:30]=2)[CH:15]=1. Given the reactants [NH:1]1[C:9]2[C:4](=[CH:5][CH:6]=[CH:7][CH:8]=2)[CH:3]=[C:2]1[C:10]1[CH:11]=[CH:12][C:13]([O:19][CH3:20])=[C:14]([N:16]=[C:17]=[S:18])[CH:15]=1.[N-]=C=S.[NH2:24][C:25]1[CH:26]=[C:27]([CH2:31][C:32]([OH:34])=[O:33])[CH:28]=[CH:29][CH:30]=1, predict the reaction product.